From a dataset of Forward reaction prediction with 1.9M reactions from USPTO patents (1976-2016). Predict the product of the given reaction. (1) Given the reactants [NH:1]1[C:9]2[C:4](=[CH:5][CH:6]=[C:7]([CH:10]=[O:11])[CH:8]=2)[CH:3]=[CH:2]1.C(Cl)Cl.[CH3:15][C:16](Cl)=[O:17].CCN(CC)CC, predict the reaction product. The product is: [C:16]([N:1]1[C:9]2[C:4](=[CH:5][CH:6]=[C:7]([CH:10]=[O:11])[CH:8]=2)[CH:3]=[CH:2]1)(=[O:17])[CH3:15]. (2) Given the reactants [NH2:1][C:2]1[N:7]=[CH:6][C:5]([C:8]2[CH:9]=[C:10]3[C:15](=[C:16]([NH:18][CH:19]4[CH2:22][O:21][CH2:20]4)[N:17]=2)[C:14](=[O:23])[NH:13][CH:12]=[CH:11]3)=[CH:4][N:3]=1.C([O-])([O-])=O.[Cs+].[Cs+].[I-].[Na+].Cl[CH2:33][C:34]1([CH3:38])[CH2:37][O:36][CH2:35]1, predict the reaction product. The product is: [NH2:1][C:2]1[N:3]=[CH:4][C:5]([C:8]2[CH:9]=[C:10]3[C:15](=[C:16]([NH:18][CH:19]4[CH2:20][O:21][CH2:22]4)[N:17]=2)[C:14](=[O:23])[N:13]([CH2:33][C:34]2([CH3:38])[CH2:37][O:36][CH2:35]2)[CH:12]=[CH:11]3)=[CH:6][N:7]=1. (3) Given the reactants [CH3:1]COCC.[OH-].[K+].CN(N=O)C(N[N+]([O-])=O)=N.[O:18]([C:25]1[CH:26]=[C:27]([C:31]23[CH2:38][CH2:37][C:34]([CH2:39][CH2:40]/[CH:41]=[CH:42]/[C:43]([O:45][CH3:46])=[O:44])([CH2:35][CH2:36]2)[CH2:33][O:32]3)[CH:28]=[CH:29][CH:30]=1)[C:19]1[CH:24]=[CH:23][CH:22]=[CH:21][CH:20]=1, predict the reaction product. The product is: [O:18]([C:25]1[CH:26]=[C:27]([C:31]23[CH2:36][CH2:35][C:34]([CH2:39][CH2:40][CH:41]4[CH2:1][CH:42]4[C:43]([O:45][CH3:46])=[O:44])([CH2:37][CH2:38]2)[CH2:33][O:32]3)[CH:28]=[CH:29][CH:30]=1)[C:19]1[CH:20]=[CH:21][CH:22]=[CH:23][CH:24]=1. (4) Given the reactants [Br:1]N1C(=O)CCC1=O.[CH2:9]=[C:10]1[N:11]=[C:12]([C:33]2[CH:38]=[CH:37][CH:36]=[CH:35][CH:34]=2)[O:13][C:14](=[O:32])/[C:15]/1=[CH:16]/[C:17](/[C:20]([C:22]1[N:30]2[C:25]([CH:26]=[CH:27][CH:28]=[CH:29]2)=[CH:24][C:23]=1[CH3:31])=[O:21])=[CH:18]\[CH3:19], predict the reaction product. The product is: [Br:1][C:24]1[C:23]([CH3:31])=[C:22]([C:20](/[C:17](=[CH:18]/[CH3:19])/[CH:16]=[C:15]2\[C:10](=[CH2:9])[N:11]=[C:12]([C:33]3[CH:34]=[CH:35][CH:36]=[CH:37][CH:38]=3)[O:13][C:14]\2=[O:32])=[O:21])[N:30]2[C:25]=1[CH:26]=[CH:27][CH:28]=[CH:29]2. (5) Given the reactants [CH3:1][N:2]1[C:6]([C:7]([F:10])([F:9])[F:8])=[CH:5][C:4]([OH:11])=[N:3]1.C(N(CC)CC)C.[F:19][C:20]([F:33])([F:32])[S:21](O[S:21]([C:20]([F:33])([F:32])[F:19])(=[O:23])=[O:22])(=[O:23])=[O:22].C(=O)([O-])O.[Na+], predict the reaction product. The product is: [F:19][C:20]([F:33])([F:32])[S:21]([O:11][C:4]1[CH:5]=[C:6]([C:7]([F:8])([F:9])[F:10])[N:2]([CH3:1])[N:3]=1)(=[O:23])=[O:22]. (6) Given the reactants CC1C=CC(S(O[CH2:12][C:13]([F:16])([F:15])[F:14])(=O)=O)=CC=1.[Cl:17][C:18]1[CH:23]=[CH:22][C:21]([CH2:24][OH:25])=[CH:20][C:19]=1[OH:26].C([O-])([O-])=O.[K+].[K+], predict the reaction product. The product is: [Cl:17][C:18]1[CH:23]=[CH:22][C:21]([CH2:24][OH:25])=[CH:20][C:19]=1[O:26][CH2:12][C:13]([F:16])([F:15])[F:14]. (7) Given the reactants C1C=CC(P(C2C=CC=CC=2)C2C=CC=CC=2)=CC=1.Br[C:21]1[CH:22]=[C:23]([C:31]2[CH:36]=[CH:35][CH:34]=[C:33]([C:37]([CH3:45])([CH3:44])[O:38][SiH2:39][C:40]([CH3:43])([CH3:42])[CH3:41])[CH:32]=2)[N:24]2[C:29]=1[C:28]([NH2:30])=[N:27][CH:26]=[N:25]2.[CH2:46]([N:53]1[CH:61]=[C:60]2[C:55]([CH:56]=[C:57](B3OC(C)(C)C(C)(C)O3)[CH:58]=[CH:59]2)=[N:54]1)[C:47]1[CH:52]=[CH:51][CH:50]=[CH:49][CH:48]=1.C([O-])([O-])=O.[Na+].[Na+], predict the reaction product. The product is: [CH2:46]([N:53]1[CH:61]=[C:60]2[C:55]([CH:56]=[C:57]([C:21]3[CH:22]=[C:23]([C:31]4[CH:36]=[CH:35][CH:34]=[C:33]([C:37]([CH3:45])([CH3:44])[O:38][SiH2:39][C:40]([CH3:43])([CH3:41])[CH3:42])[CH:32]=4)[N:24]4[C:29]=3[C:28]([NH2:30])=[N:27][CH:26]=[N:25]4)[CH:58]=[CH:59]2)=[N:54]1)[C:47]1[CH:52]=[CH:51][CH:50]=[CH:49][CH:48]=1. (8) Given the reactants CC(OI1(OC(C)=O)(OC(C)=O)OC(=O)C2C=CC=CC1=2)=O.[N+:23]([C:26]1[CH:27]=[C:28]([CH2:32][CH2:33][CH2:34][OH:35])[CH:29]=[CH:30][CH:31]=1)([O-:25])=[O:24].S([O-])([O-])(=O)=S.[Na+].[Na+].C(=O)([O-])O.[Na+], predict the reaction product. The product is: [N+:23]([C:26]1[CH:27]=[C:28]([CH2:32][CH2:33][CH:34]=[O:35])[CH:29]=[CH:30][CH:31]=1)([O-:25])=[O:24]. (9) Given the reactants [H-].[Na+].[CH3:3][O:4][C:5](=[O:35])[C:6]1[CH:11]=[C:10]([C:12](=[O:27])[C:13]2[CH:18]=[CH:17][C:16]([NH:19][C:20]3[CH:25]=[CH:24][C:23]([Cl:26])=[CH:22][CH:21]=3)=[CH:15][N:14]=2)[CH:9]=[CH:8][C:7]=1[O:28][C:29]1[CH:34]=[CH:33][CH:32]=[CH:31][CH:30]=1.I[CH3:37], predict the reaction product. The product is: [CH3:3][O:4][C:5](=[O:35])[C:6]1[CH:11]=[C:10]([C:12](=[O:27])[C:13]2[CH:18]=[CH:17][C:16]([N:19]([C:20]3[CH:25]=[CH:24][C:23]([Cl:26])=[CH:22][CH:21]=3)[CH3:37])=[CH:15][N:14]=2)[CH:9]=[CH:8][C:7]=1[O:28][C:29]1[CH:30]=[CH:31][CH:32]=[CH:33][CH:34]=1. (10) Given the reactants [Cl:1][C:2]1[CH:10]=[C:9]2[C:5]([C:6]([CH2:18][C:19]([F:22])([F:21])[F:20])=[CH:7][N:8]2C(OC(C)(C)C)=O)=[CH:4][CH:3]=1, predict the reaction product. The product is: [Cl:1][C:2]1[CH:10]=[C:9]2[C:5]([C:6]([CH2:18][C:19]([F:22])([F:20])[F:21])=[CH:7][NH:8]2)=[CH:4][CH:3]=1.